From a dataset of Forward reaction prediction with 1.9M reactions from USPTO patents (1976-2016). Predict the product of the given reaction. (1) Given the reactants [Br:1][C:2]1[CH:7]=[CH:6][C:5](/[CH:8]=[CH:9]/[C:10]([O:12][CH2:13][CH3:14])=[O:11])=[C:4]([F:15])[CH:3]=1.[BH4-].[Na+], predict the reaction product. The product is: [Br:1][C:2]1[CH:7]=[CH:6][C:5]([CH2:8][CH2:9][C:10]([O:12][CH2:13][CH3:14])=[O:11])=[C:4]([F:15])[CH:3]=1. (2) Given the reactants [C:1]([O:4][CH2:5][C:6]1[CH:11]=[CH:10][C:9]([C:12]2[CH2:13][N:14](C)[CH2:15][CH2:16][CH:17]=2)=[CH:8][CH:7]=1)(=[O:3])[CH3:2].ClC(OC(Cl)C)=O.C(N(CC)CC)C.[C:41](O[C:41]([O:43][C:44]([CH3:47])([CH3:46])[CH3:45])=[O:42])([O:43][C:44]([CH3:47])([CH3:46])[CH3:45])=[O:42], predict the reaction product. The product is: [C:1]([O:4][CH2:5][C:6]1[CH:11]=[CH:10][C:9]([C:12]2[CH2:13][N:14]([C:41]([O:43][C:44]([CH3:45])([CH3:46])[CH3:47])=[O:42])[CH2:15][CH2:16][CH:17]=2)=[CH:8][CH:7]=1)(=[O:3])[CH3:2]. (3) Given the reactants [Br:1][C:2]1[CH:10]=[C:9]([C:11]#[C:12][CH2:13][O:14][CH3:15])[C:5]2[O:6][CH2:7][O:8][C:4]=2[C:3]=1[NH:16][C:17]1[C:26]2[C:21](=[CH:22][C:23]([O:29][CH2:30][CH2:31][CH2:32]Cl)=[C:24]([O:27][CH3:28])[CH:25]=2)[N:20]=[CH:19][N:18]=1.[CH3:34][N:35]1[CH2:40][CH2:39][NH:38][CH2:37][C:36]1=[O:41].C(N(CC)CC)C, predict the reaction product. The product is: [Br:1][C:2]1[CH:10]=[C:9]([C:11]#[C:12][CH2:13][O:14][CH3:15])[C:5]2[O:6][CH2:7][O:8][C:4]=2[C:3]=1[NH:16][C:17]1[C:26]2[C:21](=[CH:22][C:23]([O:29][CH2:30][CH2:31][CH2:32][N:38]3[CH2:39][CH2:40][N:35]([CH3:34])[C:36](=[O:41])[CH2:37]3)=[C:24]([O:27][CH3:28])[CH:25]=2)[N:20]=[CH:19][N:18]=1. (4) Given the reactants C(OC([N:11]1[CH2:16][CH2:15][CH:14]([CH2:17][O:18][C:19]2[CH:20]=[C:21]3[C:25](=[CH:26][CH:27]=2)[NH:24][N:23]=[C:22]3[S:28]([C:31]2[C:40]3[C:35](=[CH:36][CH:37]=[CH:38][CH:39]=3)[CH:34]=[CH:33][CH:32]=2)(=[O:30])=[O:29])[CH2:13][CH2:12]1)=O)C1C=CC=CC=1.Br, predict the reaction product. The product is: [C:31]1([S:28]([C:22]2[C:21]3[C:25](=[CH:26][CH:27]=[C:19]([O:18][CH2:17][CH:14]4[CH2:15][CH2:16][NH:11][CH2:12][CH2:13]4)[CH:20]=3)[NH:24][N:23]=2)(=[O:29])=[O:30])[C:40]2[C:35](=[CH:36][CH:37]=[CH:38][CH:39]=2)[CH:34]=[CH:33][CH:32]=1. (5) Given the reactants O[CH2:2][C:3]1([CH2:7][OH:8])[CH2:6][CH2:5][CH2:4]1.[C:9]1([N:15]2[CH:19]=[CH:18][N:17]=[C:16]2[SH:20])[CH:14]=[CH:13][CH:12]=[CH:11][CH:10]=1, predict the reaction product. The product is: [C:9]1([N:15]2[CH:19]=[CH:18][N:17]=[C:16]2[S:20][CH2:2][C:3]2([CH2:7][OH:8])[CH2:6][CH2:5][CH2:4]2)[CH:10]=[CH:11][CH:12]=[CH:13][CH:14]=1. (6) Given the reactants B([C:4]1[CH:12]=[CH:11][CH:10]=[CH:9][C:5]=1[C:6]([OH:8])=[O:7])(O)O.Br[C:14]1[CH:19]=[CH:18][CH:17]=[CH:16][N:15]=1.C([O-])([O-])=O.[K+].[K+], predict the reaction product. The product is: [N:15]1[CH:16]=[CH:17][CH:18]=[CH:19][C:14]=1[C:4]1[CH:12]=[CH:11][CH:10]=[CH:9][C:5]=1[C:6]([OH:8])=[O:7]. (7) The product is: [Cl:23][C:18]1[CH:17]=[C:16]([N:15]([CH:31]2[CH2:35][CH2:34][CH2:33][CH2:32]2)[C:13](=[O:14])[N:12]([CH3:60])[C:10]2[S:11][C:7]([S:6][CH2:5][C:4]([OH:3])=[O:30])=[CH:8][N:9]=2)[CH:21]=[CH:20][C:19]=1[F:22]. Given the reactants C([O:3][C:4](=[O:30])[CH2:5][S:6][C:7]1[S:11][C:10]([NH:12][C:13]([N:15](CC2CCCC2)[C:16]2[CH:21]=[CH:20][C:19]([F:22])=[C:18]([Cl:23])[CH:17]=2)=[O:14])=[N:9][CH:8]=1)C.[CH:31]1(N(C2C=CC(S(C)(=O)=O)=CC=2)C(=O)N(C)C2SC=C(CC(O)=O)N=2)[CH2:35][CH2:34][CH2:33][CH2:32]1.[CH:60]1(CNC2C=CC(F)=C(Cl)C=2)CCCC1.C(OC(=O)CSC1SC(N)=NC=1)C, predict the reaction product.